From a dataset of Reaction yield outcomes from USPTO patents with 853,638 reactions. Predict the reaction yield, written as a fraction of the theoretical maximum amount of product (1.0 means a 100% yield; for example, 0.34 means a 34% yield). (1) The reactants are C(OC([N:8]1[CH2:13][CH2:12][C:11]2[N:14]([CH2:27][CH2:28][CH2:29][N:30]3[CH2:35][CH2:34][N:33]([C:36]4[C:41]([NH:42][S:43]([CH3:46])(=[O:45])=[O:44])=[CH:40][CH:39]=[CH:38][C:37]=4[Cl:47])[CH2:32][CH2:31]3)[N:15]=[C:16]([C:17]3[CH:22]=[CH:21][C:20]([C:23]([F:26])([F:25])[F:24])=[CH:19][CH:18]=3)[C:10]=2[CH2:9]1)=O)(C)(C)C.FC(F)(F)C(O)=O.Cl[S:56]([N:59]=C=O)(=[O:58])=[O:57].CC(O)(C)C. The catalyst is C(Cl)Cl.CO.C(Cl)Cl. The product is [Cl:47][C:37]1[CH:38]=[CH:39][CH:40]=[C:41]([NH:42][S:43]([CH3:46])(=[O:44])=[O:45])[C:36]=1[N:33]1[CH2:34][CH2:35][N:30]([CH2:29][CH2:28][CH2:27][N:14]2[C:11]3[CH2:12][CH2:13][N:8]([S:56]([NH2:59])(=[O:58])=[O:57])[CH2:9][C:10]=3[C:16]([C:17]3[CH:18]=[CH:19][C:20]([C:23]([F:26])([F:24])[F:25])=[CH:21][CH:22]=3)=[N:15]2)[CH2:31][CH2:32]1. The yield is 0.780. (2) The reactants are [CH3:1][C:2]1[CH:10]=[C:6]([C:7]([OH:9])=O)[C:5]([OH:11])=[CH:4][CH:3]=1.[CH3:12][C:13]1[CH:19]=[CH:18][C:17]([C:20]([F:23])([F:22])[F:21])=[CH:16][C:14]=1[NH2:15]. No catalyst specified. The product is [OH:11][C:5]1[CH:4]=[CH:3][C:2]([CH3:1])=[CH:10][C:6]=1[C:7]([NH:15][C:14]1[CH:16]=[C:17]([C:20]([F:21])([F:22])[F:23])[CH:18]=[CH:19][C:13]=1[CH3:12])=[O:9]. The yield is 0.142. (3) The reactants are [NH2:1][C:2]1[C:7]([C:8]2[CH:20]=[CH:19][C:11]([C:12]([O:14][C:15]([CH3:18])([CH3:17])[CH3:16])=[O:13])=[C:10]([F:21])[CH:9]=2)=[CH:6][C:5](Br)=[CH:4][N:3]=1.[S:23]1[CH2:28][CH:27]=[C:26](B2OC(C)(C)C(C)(C)O2)[CH2:25][CH2:24]1. The catalyst is C([O-])([O-])=O.[Na+].[Na+].C(O)CCC.C(OCC)(=O)C.C1C=CC([P]([Pd]([P](C2C=CC=CC=2)(C2C=CC=CC=2)C2C=CC=CC=2)([P](C2C=CC=CC=2)(C2C=CC=CC=2)C2C=CC=CC=2)[P](C2C=CC=CC=2)(C2C=CC=CC=2)C2C=CC=CC=2)(C2C=CC=CC=2)C2C=CC=CC=2)=CC=1. The product is [NH2:1][C:2]1[C:7]([C:8]2[CH:20]=[CH:19][C:11]([C:12]([O:14][C:15]([CH3:18])([CH3:17])[CH3:16])=[O:13])=[C:10]([F:21])[CH:9]=2)=[CH:6][C:5]([C:26]2[CH2:27][CH2:28][S:23][CH2:24][CH:25]=2)=[CH:4][N:3]=1. The yield is 0.950. (4) The yield is 0.990. The reactants are [CH:1]([C:3]1[CH:12]=[CH:11][C:6]([C:7]([O:9][CH3:10])=[O:8])=[CH:5][CH:4]=1)=O.[CH:13]1([C:19]2[CH:25]=[CH:24][C:22]([NH2:23])=[CH:21][CH:20]=2)[CH2:18][CH2:17][CH2:16][CH2:15][CH2:14]1. The product is [CH3:10][O:9][C:7](=[O:8])[C:6]1[CH:11]=[CH:12][C:3]([CH:1]=[N:23][C:22]2[CH:24]=[CH:25][C:19]([CH:13]3[CH2:18][CH2:17][CH2:16][CH2:15][CH2:14]3)=[CH:20][CH:21]=2)=[CH:4][CH:5]=1. The catalyst is CO. (5) The reactants are FC(F)(F)S(O[C:7]1[CH2:12][C@@H:11]2[C@@H:13]3[C@@H:23]([CH2:24][CH2:25][C@@:9]2([CH3:10])[CH:8]=1)[C@@:21]1([CH3:22])[C@H:16]([CH2:17][C@@H:18]([O:26][CH2:27][O:28][CH3:29])[CH2:19][CH2:20]1)[CH2:15][CH2:14]3)(=O)=O.[C-:32]#[N:33].[Na+].C([O-])(O)=O.[Na+]. The catalyst is C(#N)C.[Cu]I. The product is [CH3:29][O:28][CH2:27][O:26][C@H:18]1[CH2:19][CH2:20][C@:21]2([CH3:22])[C@@H:16]([CH2:15][CH2:14][C@H:13]3[C@H:23]2[CH2:24][CH2:25][C@:9]2([CH3:10])[C@@H:11]3[CH2:12][C:7]([C:32]#[N:33])=[CH:8]2)[CH2:17]1. The yield is 0.720.